Dataset: Reaction yield outcomes from USPTO patents with 853,638 reactions. Task: Predict the reaction yield, written as a fraction of the theoretical maximum amount of product (1.0 means a 100% yield; for example, 0.34 means a 34% yield). (1) The reactants are [C:1]1([C:7]2[CH:27]=[CH:26][C:10]3[N:11]=[C:12]([CH2:14][C:15]4[O:19][C:18]([CH2:20][NH:21][S:22](=[O:25])(=[O:24])[NH2:23])=[N:17][N:16]=4)[S:13][C:9]=3[CH:8]=2)[CH:6]=[CH:5][CH:4]=[CH:3][CH:2]=1.C[Si]([N-][Si](C)(C)C)(C)C.[Na+].C1COCC1.[CH3:43][S:44](Cl)(=[O:46])=[O:45].IC.[CH3:50]OC(C)(C)C.C(O)(=O)C. The catalyst is CN(C=O)C.CO. The product is [CH3:43][S:44]([C:14]([C:15]1[O:19][C:18]([CH2:20][NH:21][S:22]([NH2:23])(=[O:24])=[O:25])=[N:17][N:16]=1)([C:12]1[S:13][C:9]2[CH:8]=[C:7]([C:1]3[CH:2]=[CH:3][CH:4]=[CH:5][CH:6]=3)[CH:27]=[CH:26][C:10]=2[N:11]=1)[CH3:50])(=[O:46])=[O:45]. The yield is 0.360. (2) The reactants are [CH2:1]([N:9]=[C:10]=[O:11])[CH2:2][C:3]1[CH:8]=[CH:7][CH:6]=[CH:5][CH:4]=1.Cl.[CH2:13](N)[C:14]1[CH:19]=[CH:18][CH:17]=[CH:16][CH:15]=1.C([NH:24]C(C)C)(C)C. The yield is 0.890. The product is [C:3]1([CH2:2][CH2:1][N:9]([CH2:13][C:14]2[CH:19]=[CH:18][CH:17]=[CH:16][CH:15]=2)[C:10]([NH2:24])=[O:11])[CH:8]=[CH:7][CH:6]=[CH:5][CH:4]=1. The catalyst is C(Cl)(Cl)Cl. (3) The reactants are CN(C(ON1N=NC2C=CC=NC1=2)=[N+](C)C)C.F[P-](F)(F)(F)(F)F.[C:25]([O:29][C:30]([N:32]1[CH2:37][CH2:36][C:35]([C:41]#[N:42])([C:38]([OH:40])=O)[CH2:34][CH2:33]1)=[O:31])([CH3:28])([CH3:27])[CH3:26].CCN(C(C)C)C(C)C.[CH3:52][C:53]1[CH:54]=[CH:55][C:56]([NH2:59])=[N:57][CH:58]=1. The catalyst is CC(N(C)C)=O.CCOC(C)=O. The product is [C:41]([C:35]1([C:38](=[O:40])[NH:59][C:56]2[CH:55]=[CH:54][C:53]([CH3:52])=[CH:58][N:57]=2)[CH2:34][CH2:33][N:32]([C:30]([O:29][C:25]([CH3:26])([CH3:27])[CH3:28])=[O:31])[CH2:37][CH2:36]1)#[N:42]. The yield is 0.750. (4) The catalyst is ClCCl. The yield is 0.300. The reactants are [N:1]1([C:8]2[CH:9]=[CH:10][C:11]3[N:18]4[CH2:19][C@H:14]([CH2:15][CH2:16][CH2:17]4)[N:13]([C:20]([NH:22][C:23]4[CH:28]=[CH:27][N:26]=[CH:25][N:24]=4)=[O:21])[C:12]=3[N:29]=2)[CH2:7][CH2:6][CH2:5][NH:4][CH2:3][CH2:2]1.[CH3:30][C:31]([CH3:33])=O.C([BH3-])#N.[Na+]. The product is [CH:31]([N:4]1[CH2:5][CH2:6][CH2:7][N:1]([C:8]2[CH:9]=[CH:10][C:11]3[N:18]4[CH2:19][C@H:14]([CH2:15][CH2:16][CH2:17]4)[N:13]([C:20]([NH:22][C:23]4[CH:28]=[CH:27][N:26]=[CH:25][N:24]=4)=[O:21])[C:12]=3[N:29]=2)[CH2:2][CH2:3]1)([CH3:33])[CH3:30]. (5) The yield is 0.500. The product is [CH2:1]([N:3]([CH2:11][C:12]1[CH:13]=[N:14][CH:15]=[C:16]([C:19]2[CH:20]=[C:21]3[C:25](=[CH:26][CH:27]=2)[N:24]([CH:28]2[CH2:33][CH2:32][CH2:31][CH2:30][O:29]2)[N:23]=[C:22]3[C:34]2[NH:35][C:36]([C:39]([N:82]3[CH2:81][CH2:69][O:88][CH2:86][CH2:83]3)=[O:40])=[CH:37][N:38]=2)[C:17]=1[CH3:18])[C:4](=[O:10])[O:5][C:6]([CH3:7])([CH3:9])[CH3:8])[CH3:2]. The catalyst is C(Cl)Cl. The reactants are [CH2:1]([N:3]([CH2:11][C:12]1[CH:13]=[N:14][CH:15]=[C:16]([C:19]2[CH:20]=[C:21]3[C:25](=[CH:26][CH:27]=2)[N:24]([CH:28]2[CH2:33][CH2:32][CH2:31][CH2:30][O:29]2)[N:23]=[C:22]3[C:34]2[NH:35][C:36]([C:39](NCC3C=NC=CC=3)=[O:40])=[CH:37][N:38]=2)[C:17]=1[CH3:18])[C:4](=[O:10])[O:5][C:6]([CH3:9])([CH3:8])[CH3:7])[CH3:2].C(OC(N(CC1C(C)=C(C2C=C3C(=CC=2)N(C2CCCCO2)N=[C:69]3[C:81]2[NH:82][C:83]([C:86]([OH:88])=O)=CN=2)C=NC=1)CC)=O)(C)(C)C.CCN(CC)CC.N1CCOCC1.CN(C(ON1N=NC2C=CC=NC1=2)=[N+](C)C)C.F[P-](F)(F)(F)(F)F. (6) The reactants are FC(F)(F)C1C=C(NC(=O)NC2C=CC(C3SC(CCC(OC)=O)=NC=3)=CC=2)C=CC=1.[NH2:32][C:33]1[CH:38]=[CH:37][C:36]([C:39]2[S:43][C:42]([CH2:44][CH2:45][CH2:46][C:47]([O:49][CH3:50])=[O:48])=[N:41][CH:40]=2)=[CH:35][CH:34]=1.[Cl:51][C:52]1[CH:57]=[CH:56][CH:55]=[CH:54][C:53]=1[N:58]=[C:59]=[O:60]. No catalyst specified. The product is [Cl:51][C:52]1[CH:57]=[CH:56][CH:55]=[CH:54][C:53]=1[NH:58][C:59](=[O:60])[NH:32][C:33]1[CH:34]=[CH:35][C:36]([C:39]2[S:43][C:42]([CH2:44][CH2:45][CH2:46][C:47]([O:49][CH3:50])=[O:48])=[N:41][CH:40]=2)=[CH:37][CH:38]=1. The yield is 0.880. (7) The reactants are [NH2:1][C:2]1[CH:6]=[CH:5][NH:4][N:3]=1.[C:7](OC(=O)C)(=[O:9])[CH3:8]. The catalyst is C(OC(=O)C)(=O)C.C(OCC)(=O)C. The product is [NH:4]1[CH:5]=[CH:6][C:2]([NH:1][C:7](=[O:9])[CH3:8])=[N:3]1. The yield is 0.940. (8) The catalyst is CO.C1COCC1. The product is [Cl:3][C:4]1[CH:5]=[C:6]([NH:10][C:11]2[N:16]=[C:15]([C:17]3[CH:22]=[CH:21][N:20]=[C:19]([CH:23]([OH:25])[CH3:24])[CH:18]=3)[CH:14]=[CH:13][N:12]=2)[CH:7]=[CH:8][CH:9]=1. The reactants are [BH4-].[Na+].[Cl:3][C:4]1[CH:5]=[C:6]([NH:10][C:11]2[N:16]=[C:15]([C:17]3[CH:22]=[CH:21][N:20]=[C:19]([C:23](=[O:25])[CH3:24])[CH:18]=3)[CH:14]=[CH:13][N:12]=2)[CH:7]=[CH:8][CH:9]=1.ClC1C=C(NC2N=C(C3C=CN=C(C#N)C=3)C=CN=2)C=CC=1.Cl. The yield is 0.516.